This data is from Forward reaction prediction with 1.9M reactions from USPTO patents (1976-2016). The task is: Predict the product of the given reaction. (1) Given the reactants O[C@H:2]1[CH2:6][CH2:5][N:4]([C:7]([O:9][C:10]([CH3:13])([CH3:12])[CH3:11])=[O:8])[CH2:3]1.C(N(C(C)C)CC)(C)C.FC(F)(F)S(O)(=O)=O.[CH3:31][O:32][C:33]1[CH:34]=[C:35]([C@H:39]([NH2:41])[CH3:40])[CH:36]=[CH:37][CH:38]=1.C(=O)(O)[O-].[Na+], predict the reaction product. The product is: [CH3:31][O:32][C:33]1[CH:34]=[C:35]([C@H:39]([NH:41][CH:2]2[CH2:6][CH2:5][N:4]([C:7]([O:9][C:10]([CH3:13])([CH3:12])[CH3:11])=[O:8])[CH2:3]2)[CH3:40])[CH:36]=[CH:37][CH:38]=1. (2) The product is: [NH:7]1[C:15]2[C:10](=[CH:11][CH:12]=[CH:13][CH:14]=2)[CH:9]=[C:8]1[CH2:16][OH:17]. Given the reactants [H-].[H-].[H-].[H-].[Li+].[Al+3].[NH:7]1[C:15]2[C:10](=[CH:11][CH:12]=[CH:13][CH:14]=2)[CH:9]=[C:8]1[C:16](O)=[O:17].CO, predict the reaction product. (3) Given the reactants [OH:1][C:2]1[C:9]([CH3:10])=[C:8]([O:11][CH2:12][CH2:13][CH3:14])[CH:7]=[CH:6][C:3]=1[CH:4]=[O:5].Br[CH2:16][CH2:17][CH2:18][CH2:19][C:20]([O:22][CH2:23][CH3:24])=[O:21], predict the reaction product. The product is: [CH:4]([C:3]1[C:2]([O:1][CH2:16][CH2:17][CH2:18][CH2:19][C:20]([O:22][CH2:23][CH3:24])=[O:21])=[C:9]([CH3:10])[C:8]([O:11][CH2:12][CH2:13][CH3:14])=[CH:7][CH:6]=1)=[O:5]. (4) Given the reactants F[C:2]1[C:7]([C:8]2[N:16]=[C:15]([CH3:17])[N:14]=[C:13]3[C:9]=2[N:10]=[CH:11][N:12]3[CH:18]2[CH2:23][CH2:22][CH2:21][CH2:20][O:19]2)=[CH:6][CH:5]=[CH:4][N:3]=1.[CH3:24][O:25][C:26]1[CH:27]=[C:28]([NH2:32])[CH:29]=[N:30][CH:31]=1.C[Si](N[Si](C)(C)C)(C)C.[Li].CO, predict the reaction product. The product is: [CH3:24][O:25][C:26]1[CH:27]=[C:28]([NH:32][C:2]2[C:7]([C:8]3[N:16]=[C:15]([CH3:17])[N:14]=[C:13]4[C:9]=3[N:10]=[CH:11][N:12]4[CH:18]3[CH2:23][CH2:22][CH2:21][CH2:20][O:19]3)=[CH:6][CH:5]=[CH:4][N:3]=2)[CH:29]=[N:30][CH:31]=1. (5) Given the reactants [F:1][C:2]1[CH:3]=[C:4]([NH:21][C:22]([C:24]2[C:25](=[O:45])[N:26]([C:39]3[CH:44]=[CH:43][CH:42]=[CH:41][CH:40]=3)[N:27]([CH2:30][C@H:31]([O:33][C:34](=[O:38])[C@@H:35]([NH2:37])[CH3:36])[CH3:32])[C:28]=2[CH3:29])=[O:23])[CH:5]=[CH:6][C:7]=1[O:8][C:9]1[C:18]2[C:13](=[CH:14][C:15]([O:19][CH3:20])=[CH:16][CH:17]=2)[N:12]=[CH:11][CH:10]=1.[CH3:46][S:47]([OH:50])(=[O:49])=[O:48], predict the reaction product. The product is: [CH3:46][S:47]([OH:50])(=[O:49])=[O:48].[F:1][C:2]1[CH:3]=[C:4]([NH:21][C:22]([C:24]2[C:25](=[O:45])[N:26]([C:39]3[CH:40]=[CH:41][CH:42]=[CH:43][CH:44]=3)[N:27]([CH2:30][C@H:31]([O:33][C:34](=[O:38])[C@@H:35]([NH2:37])[CH3:36])[CH3:32])[C:28]=2[CH3:29])=[O:23])[CH:5]=[CH:6][C:7]=1[O:8][C:9]1[C:18]2[C:13](=[CH:14][C:15]([O:19][CH3:20])=[CH:16][CH:17]=2)[N:12]=[CH:11][CH:10]=1. (6) Given the reactants C(O[C:9]([N:11]1[CH2:16][CH2:15][N:14]([C:17](=[O:24])[C@H:18]([OH:23])[CH2:19][C:20](=[O:22])[CH3:21])[CH2:13][CH2:12]1)=O)C1C=CC=CC=1.ClC1[C:35]2[C:30](=[CH:31][C:32]([CH3:36])=[CH:33][CH:34]=2)[N:29]=[C:28]([C:37]2[CH:42]=[CH:41][CH:40]=[CH:39][C:38]=2[OH:43])[N:27]=1.C(N(CC)CC)C, predict the reaction product. The product is: [OH:23][C@H:18]([CH2:19][C:20](=[O:22])[CH3:21])[C:17]([N:14]1[CH2:13][CH2:12][N:11]([C:9]2[C:35]3[C:30](=[CH:31][C:32]([CH3:36])=[CH:33][CH:34]=3)[N:29]=[C:28]([C:37]3[CH:42]=[CH:41][CH:40]=[CH:39][C:38]=3[OH:43])[N:27]=2)[CH2:16][CH2:15]1)=[O:24]. (7) The product is: [CH2:58]([C:15]1[CH:16]=[CH:17][CH:18]=[C:19]2[C:14]=1[C:13]([O:21][C@@H:22]1[O:48][C@H:47]([CH2:49][O:50][C:51](=[O:56])[C:52]([CH3:55])([CH3:54])[CH3:53])[C@@H:39]([O:40][C:41](=[O:46])[C:42]([CH3:43])([CH3:44])[CH3:45])[C@H:31]([O:32][C:33](=[O:38])[C:34]([CH3:37])([CH3:35])[CH3:36])[C@H:23]1[O:24][C:25](=[O:30])[C:26]([CH3:27])([CH3:28])[CH3:29])=[N:12][N:11]2[CH2:10][CH2:9][O:8][CH2:1][C:2]1[CH:3]=[CH:4][CH:5]=[CH:6][CH:7]=1)[C:59]1[CH:64]=[CH:63][CH:62]=[CH:61][CH:60]=1. Given the reactants [CH2:1]([O:8][CH2:9][CH2:10][N:11]1[C:19]2[C:14](=[C:15](Br)[CH:16]=[CH:17][CH:18]=2)[C:13]([O:21][C@@H:22]2[O:48][C@H:47]([CH2:49][O:50][C:51](=[O:56])[C:52]([CH3:55])([CH3:54])[CH3:53])[C@@H:39]([O:40][C:41](=[O:46])[C:42]([CH3:45])([CH3:44])[CH3:43])[C@H:31]([O:32][C:33](=[O:38])[C:34]([CH3:37])([CH3:36])[CH3:35])[C@H:23]2[O:24][C:25](=[O:30])[C:26]([CH3:29])([CH3:28])[CH3:27])=[N:12]1)[C:2]1[CH:7]=[CH:6][CH:5]=[CH:4][CH:3]=1.[Br-].[CH2:58]([Zn+])[C:59]1[CH:64]=[CH:63][CH:62]=[CH:61][CH:60]=1.Cl, predict the reaction product. (8) Given the reactants [N:1]([CH2:4][C@@H:5]([NH:12][C:13]([C:15]1[CH:16]=[C:17]2[C:22](=[CH:23][CH:24]=1)[N:21]=[C:20]([NH:25][C:26]([C:28]1[C:29]([C:34]3[CH:39]=[CH:38][C:37]([C:40]([F:43])([F:42])[F:41])=[CH:36][CH:35]=3)=[CH:30][CH:31]=[CH:32][CH:33]=1)=[O:27])[CH:19]=[CH:18]2)=[O:14])[C:6]1[CH:11]=[CH:10][CH:9]=[CH:8][CH:7]=1)=[N+]=[N-].C1(P(C2C=CC=CC=2)C2C=CC=CC=2)C=CC=CC=1, predict the reaction product. The product is: [NH2:1][CH2:4][C@@H:5]([NH:12][C:13]([C:15]1[CH:16]=[C:17]2[C:22](=[CH:23][CH:24]=1)[N:21]=[C:20]([NH:25][C:26]([C:28]1[C:29]([C:34]3[CH:35]=[CH:36][C:37]([C:40]([F:43])([F:41])[F:42])=[CH:38][CH:39]=3)=[CH:30][CH:31]=[CH:32][CH:33]=1)=[O:27])[CH:19]=[CH:18]2)=[O:14])[C:6]1[CH:11]=[CH:10][CH:9]=[CH:8][CH:7]=1. (9) Given the reactants [O:1]1[CH2:6][CH2:5][N:4]([C:7]2[S:8][C:9]([C:16]([O:18]CC)=[O:17])=[C:10]([C:12]([F:15])([F:14])[F:13])[N:11]=2)[CH2:3][CH2:2]1.[OH-].[Na+].O, predict the reaction product. The product is: [O:1]1[CH2:6][CH2:5][N:4]([C:7]2[S:8][C:9]([C:16]([OH:18])=[O:17])=[C:10]([C:12]([F:14])([F:13])[F:15])[N:11]=2)[CH2:3][CH2:2]1. (10) Given the reactants Br[CH2:2][C:3]1[CH:12]=[CH:11][C:6]([C:7]([O:9][CH3:10])=[O:8])=[CH:5][CH:4]=1.[CH3:13][NH:14][CH3:15], predict the reaction product. The product is: [CH3:13][N:14]([CH2:2][C:3]1[CH:12]=[CH:11][C:6]([C:7]([O:9][CH3:10])=[O:8])=[CH:5][CH:4]=1)[CH3:15].